Dataset: Forward reaction prediction with 1.9M reactions from USPTO patents (1976-2016). Task: Predict the product of the given reaction. (1) Given the reactants [CH:1]1([C:4]2[N:5]=[CH:6][C:7]([C:15]([OH:17])=O)=[N:8][C:9]=2[O:10][CH2:11][CH:12]2[CH2:14][CH2:13]2)[CH2:3][CH2:2]1.[NH2:18][CH:19]([CH2:24][CH:25]1[CH2:28][CH2:27][CH2:26]1)[C:20]([NH:22][CH3:23])=[O:21], predict the reaction product. The product is: [CH:25]1([CH2:24][CH:19]([NH:18][C:15]([C:7]2[CH:6]=[N:5][C:4]([CH:1]3[CH2:2][CH2:3]3)=[C:9]([O:10][CH2:11][CH:12]3[CH2:13][CH2:14]3)[N:8]=2)=[O:17])[C:20](=[O:21])[NH:22][CH3:23])[CH2:26][CH2:27][CH2:28]1. (2) Given the reactants [CH3:1][O:2][CH2:3][CH2:4][N:5]1[CH2:9][C@@H:8]([C:10]2[S:11][CH:12]=[CH:13][N:14]=2)[C@H:7]([NH2:15])[CH2:6]1.CCN(C(C)C)C(C)C.[C:25]1([N:31]2[C:35]([NH:36][C:37](=O)[O:38]C3C=CC=CC=3)=[C:34]3[CH2:46][CH2:47][CH2:48][C:33]3=[N:32]2)[CH2:30][CH2:29][CH:28]=[CH:27][CH:26]=1, predict the reaction product. The product is: [CH3:1][O:2][CH2:3][CH2:4][N:5]1[CH2:9][C@@H:8]([C:10]2[S:11][CH:12]=[CH:13][N:14]=2)[C@H:7]([NH:15][C:37]([NH:36][C:35]2[N:31]([C:25]3[CH:26]=[CH:27][CH:28]=[CH:29][CH:30]=3)[N:32]=[C:33]3[CH2:48][CH2:47][CH2:46][C:34]=23)=[O:38])[CH2:6]1.